From a dataset of Full USPTO retrosynthesis dataset with 1.9M reactions from patents (1976-2016). Predict the reactants needed to synthesize the given product. (1) Given the product [F:1][B-:2]([F:5])([F:4])[F:3].[CH2:13]([O:12][C:7](=[O:11])[C:8]([CH3:10])=[CH2:9])[CH3:14].[CH3:14][NH+:15]([CH3:17])[CH3:16], predict the reactants needed to synthesize it. The reactants are: [F:1][B-:2]([F:5])([F:4])[F:3].[Na+].[C:7]([O:12][CH2:13][CH2:14][N:15]([CH3:17])[CH3:16])(=[O:11])[C:8]([CH3:10])=[CH2:9].CCl. (2) Given the product [CH2:15]([N:22]1[CH2:27][CH2:26][CH:25]([NH:28][C:9](=[O:11])[CH2:8][C:4]2[CH:5]=[CH:6][CH:7]=[C:2]([F:1])[C:3]=2[N+:12]([O-:14])=[O:13])[CH2:24][CH2:23]1)[C:16]1[CH:17]=[CH:18][CH:19]=[CH:20][CH:21]=1, predict the reactants needed to synthesize it. The reactants are: [F:1][C:2]1[C:3]([N+:12]([O-:14])=[O:13])=[C:4]([CH2:8][C:9]([OH:11])=O)[CH:5]=[CH:6][CH:7]=1.[CH2:15]([N:22]1[CH2:27][CH2:26][CH:25]([NH2:28])[CH2:24][CH2:23]1)[C:16]1[CH:21]=[CH:20][CH:19]=[CH:18][CH:17]=1. (3) Given the product [C:1]([O:5][C:6]([N:8]1[CH2:13][CH2:12][N:11]([CH2:22][C:21]2[CH:24]=[CH:25][C:18]([F:17])=[CH:19][CH:20]=2)[C:10](=[O:14])[CH2:9]1)=[O:7])([CH3:4])([CH3:2])[CH3:3], predict the reactants needed to synthesize it. The reactants are: [C:1]([O:5][C:6]([N:8]1[CH2:13][CH2:12][NH:11][C:10](=[O:14])[CH2:9]1)=[O:7])([CH3:4])([CH3:3])[CH3:2].[H-].[Na+].[F:17][C:18]1[CH:25]=[CH:24][C:21]([CH2:22]Br)=[CH:20][CH:19]=1. (4) Given the product [OH:37][CH:34]1[CH2:35][CH2:36][N:32]([C:24]2[CH:23]=[N:22][C:21]([C:17]3[CH:16]=[C:15]([CH:20]=[CH:19][CH:18]=3)[CH2:14][C:9]3[C:10](=[O:13])[CH:11]=[CH:12][N:7]([C:5]4[CH:4]=[N:3][N:2]([CH3:1])[CH:6]=4)[N:8]=3)=[N:26][CH:25]=2)[CH2:33]1, predict the reactants needed to synthesize it. The reactants are: [CH3:1][N:2]1[CH:6]=[C:5]([N:7]2[CH:12]=[CH:11][C:10](=[O:13])[C:9]([CH2:14][C:15]3[CH:16]=[C:17]([C:21]4[N:26]=[CH:25][C:24](OCC(O)=O)=[CH:23][N:22]=4)[CH:18]=[CH:19][CH:20]=3)=[N:8]2)[CH:4]=[N:3]1.[NH:32]1[CH2:36][CH2:35][CH:34]([OH:37])[CH2:33]1. (5) Given the product [S:13]1[C:8]2[CH:7]=[CH:6][C:5]([CH2:3][N:2]([CH3:16])[CH3:1])=[CH:15][C:9]=2[NH:10][CH2:11][CH2:12]1, predict the reactants needed to synthesize it. The reactants are: [CH3:1][N:2]([CH3:16])[C:3]([C:5]1[CH:6]=[CH:7][C:8]2[S:13][CH2:12][C:11](=O)[NH:10][C:9]=2[CH:15]=1)=O.B.C1COCC1.